This data is from Full USPTO retrosynthesis dataset with 1.9M reactions from patents (1976-2016). The task is: Predict the reactants needed to synthesize the given product. (1) Given the product [CH3:28][O:27][C:3]1[C:2]([O:1][CH3:33])=[CH:26][N:5]2[C:4]=1[C:9]([NH:10][C:11]1[CH:12]=[CH:13][C:14]([O:17][C:18]3[CH:23]=[CH:22][CH:21]=[CH:20][CH:19]=3)=[CH:15][CH:16]=1)=[C:8]([C:24]#[N:25])[CH:7]=[N:6]2, predict the reactants needed to synthesize it. The reactants are: [OH:1][C:2]1[C:3]([O:27][CH3:28])=[C:4]2[C:9]([NH:10][C:11]3[CH:16]=[CH:15][C:14]([O:17][C:18]4[CH:23]=[CH:22][CH:21]=[CH:20][CH:19]=4)=[CH:13][CH:12]=3)=[C:8]([C:24]#[N:25])[CH:7]=[N:6][N:5]2[CH:26]=1.S(OC)(O[CH3:33])(=O)=O.C([O-])([O-])=O.[K+].[K+].C(Cl)Cl. (2) Given the product [Cl:8][C:5]1[N:4]=[C:3]2[C:2]([N:14]([CH3:15])[C:12](=[O:13])[CH2:11][CH2:10][N:9]2[CH2:16][CH2:17][O:18][CH3:19])=[CH:7][N:6]=1, predict the reactants needed to synthesize it. The reactants are: Br[C:2]1[C:3]([N:9]([CH2:16][CH2:17][O:18][CH3:19])[CH2:10][CH2:11][C:12]([NH:14][CH3:15])=[O:13])=[N:4][C:5]([Cl:8])=[N:6][CH:7]=1.C(=O)([O-])[O-].[Cs+].[Cs+].CC1(C)C2C(=C(P(C3C=CC=CC=3)C3C=CC=CC=3)C=CC=2)OC2C(P(C3C=CC=CC=3)C3C=CC=CC=3)=CC=CC1=2. (3) Given the product [Cl:33][C:27]1[CH:28]=[CH:29][C:30]([Cl:32])=[CH:31][C:26]=1[CH2:25][O:24][C:21]1[CH:22]=[CH:23][C:18]([CH2:17][S:16][C:13]2[CH:14]=[CH:15][C:6]([O:5][CH2:4][C:3]([OH:34])=[O:2])=[C:7]3[C:12]=2[O:11][CH2:10][CH2:9][CH2:8]3)=[CH:19][CH:20]=1, predict the reactants needed to synthesize it. The reactants are: C[O:2][C:3](=[O:34])[CH2:4][O:5][C:6]1[CH:15]=[CH:14][C:13]([S:16][CH2:17][C:18]2[CH:23]=[CH:22][C:21]([O:24][CH2:25][C:26]3[CH:31]=[C:30]([Cl:32])[CH:29]=[CH:28][C:27]=3[Cl:33])=[CH:20][CH:19]=2)=[C:12]2[C:7]=1[CH2:8][CH2:9][CH2:10][O:11]2.[K+].[Br-]. (4) Given the product [Cl:11][C:12]1[CH:21]=[C:20]2[C:15]([CH:16]=[CH:17][C:18]([CH:22]=[CH:6][C:5]3[CH:4]=[C:3]([CH:10]=[CH:9][CH:8]=3)[C:1]#[N:2])=[N:19]2)=[CH:14][CH:13]=1, predict the reactants needed to synthesize it. The reactants are: [C:1]([C:3]1[CH:4]=[C:5]([CH:8]=[CH:9][CH:10]=1)[CH:6]=O)#[N:2].[Cl:11][C:12]1[CH:21]=[C:20]2[C:15]([CH:16]=[CH:17][C:18]([CH3:22])=[N:19]2)=[CH:14][CH:13]=1.C([O-])(=O)C.[Na+]. (5) Given the product [Cl:17][C:18]1[CH:26]=[C:25]([S:27][CH3:28])[C:21]([C:22]([NH:10][CH:3]([C:4]2[CH:9]=[CH:8][CH:7]=[CH:6][CH:5]=2)[C:2]([CH3:1])([N:12]2[CH2:13][CH2:14][CH2:15][CH2:16]2)[CH3:11])=[O:23])=[C:20]([CH3:29])[CH:19]=1, predict the reactants needed to synthesize it. The reactants are: [CH3:1][C:2]([N:12]1[CH2:16][CH2:15][CH2:14][CH2:13]1)([CH3:11])[CH:3]([NH2:10])[C:4]1[CH:9]=[CH:8][CH:7]=[CH:6][CH:5]=1.[Cl:17][C:18]1[CH:26]=[C:25]([S:27][CH3:28])[C:21]([C:22](O)=[O:23])=[C:20]([CH3:29])[CH:19]=1.O.ON1C2C=CC=CC=2N=N1.C(Cl)CCl. (6) Given the product [F:25][C:26]1[C:31]([F:32])=[CH:30][CH:29]=[CH:28][C:27]=1[C:33]1[N:41]=[C:36]2[CH:37]=[N:38][N:39]([CH2:15][C:12]3[CH:11]=[N:10][C:9]([C:6]4[CH:7]=[CH:8][C:3]([O:2][CH3:1])=[CH:4][C:5]=4[C:21]([F:24])([F:23])[F:22])=[CH:14][N:13]=3)[CH:40]=[C:35]2[N:34]=1, predict the reactants needed to synthesize it. The reactants are: [CH3:1][O:2][C:3]1[CH:8]=[CH:7][C:6]([C:9]2[N:10]=[CH:11][C:12]([CH2:15]OS(C)(=O)=O)=[N:13][CH:14]=2)=[C:5]([C:21]([F:24])([F:23])[F:22])[CH:4]=1.[F:25][C:26]1[C:31]([F:32])=[CH:30][CH:29]=[CH:28][C:27]=1[C:33]1[N:41]=[C:36]2[CH:37]=[N:38][NH:39][CH:40]=[C:35]2[N:34]=1. (7) Given the product [CH3:18][C:19]([S@:22]([NH:24][CH:11]([C:8]1[CH:9]=[N:10][C:5]([O:4][CH2:3][C:2]([F:17])([F:1])[CH:14]([F:16])[F:15])=[CH:6][CH:7]=1)[CH3:12])=[O:23])([CH3:21])[CH3:20], predict the reactants needed to synthesize it. The reactants are: [F:1][C:2]([F:17])([CH:14]([F:16])[F:15])[CH2:3][O:4][C:5]1[N:10]=[CH:9][C:8]([C:11](=O)[CH3:12])=[CH:7][CH:6]=1.[CH3:18][C:19]([S@:22]([NH2:24])=[O:23])([CH3:21])[CH3:20]. (8) The reactants are: [CH3:1][C:2]1[CH:10]=[CH:9][C:5]([C:6](O)=[O:7])=[C:4]([N+:11]([O-:13])=[O:12])[CH:3]=1.C(Cl)(=O)C(Cl)=O.[NH4+:20].[OH-]. Given the product [CH3:1][C:2]1[CH:10]=[CH:9][C:5]([C:6]([NH2:20])=[O:7])=[C:4]([N+:11]([O-:13])=[O:12])[CH:3]=1, predict the reactants needed to synthesize it.